This data is from Forward reaction prediction with 1.9M reactions from USPTO patents (1976-2016). The task is: Predict the product of the given reaction. The product is: [Cl:1][C:2]1[CH:3]=[C:4]([CH:8]=[CH:9][N:10]=1)[C:5]([NH:16][CH2:25][CH2:24][CH2:23][N:22]([CH2:20][CH3:21])[CH2:27][CH3:28])=[O:7]. Given the reactants [Cl:1][C:2]1[CH:3]=[C:4]([CH:8]=[CH:9][N:10]=1)[C:5]([OH:7])=O.S(Cl)(Cl)=O.C[N:16](C=O)C.[CH2:20]([N:22]([CH2:27][CH3:28])[CH2:23][CH:24](N)[CH3:25])[CH3:21].[OH-].[Na+].ClC1C=C(C=CN=1)C(Cl)=O, predict the reaction product.